Dataset: CYP2D6 inhibition data for predicting drug metabolism from PubChem BioAssay. Task: Regression/Classification. Given a drug SMILES string, predict its absorption, distribution, metabolism, or excretion properties. Task type varies by dataset: regression for continuous measurements (e.g., permeability, clearance, half-life) or binary classification for categorical outcomes (e.g., BBB penetration, CYP inhibition). Dataset: cyp2d6_veith. (1) The compound is O=C(O)[C@H]1CCN1. The result is 0 (non-inhibitor). (2) The drug is Nc1nc(Br)c2ccccc2c1-c1ccc(F)cc1. The result is 0 (non-inhibitor). (3) The drug is Cc1ccc(CNC(=O)C2CCCN2C(=O)NCc2ccccc2)cc1. The result is 0 (non-inhibitor).